Dataset: Full USPTO retrosynthesis dataset with 1.9M reactions from patents (1976-2016). Task: Predict the reactants needed to synthesize the given product. (1) Given the product [ClH:40].[C:34]1([CH:7]([C:1]2[CH:2]=[CH:3][CH:4]=[CH:5][CH:6]=2)[CH2:8][NH:9][C:10]2[N:18]=[C:17]([CH2:19][NH:20][S:21]([CH2:24][CH:25]([CH3:27])[CH3:26])(=[O:22])=[O:23])[N:16]=[C:15]3[C:11]=2[N:12]=[CH:13][NH:14]3)[CH:35]=[CH:36][CH:37]=[CH:38][CH:39]=1, predict the reactants needed to synthesize it. The reactants are: [C:1]1([CH:7]([C:34]2[CH:39]=[CH:38][CH:37]=[CH:36][CH:35]=2)[CH2:8][NH:9][C:10]2[N:18]=[C:17]([CH2:19][NH:20][S:21]([CH2:24][CH:25]([CH3:27])[CH3:26])(=[O:23])=[O:22])[N:16]=[C:15]3[C:11]=2[N:12]=[CH:13][N:14]3C2CCCCO2)[CH:6]=[CH:5][CH:4]=[CH:3][CH:2]=1.[ClH:40]. (2) Given the product [C:1]([O:5][C:6](=[O:24])[NH:7][C:8]1[CH:13]=[C:12]([N:14]2[CH2:19][CH2:18][CH2:17][CH2:16][CH2:15]2)[C:11]([Cl:20])=[CH:10][C:9]=1[NH2:21])([CH3:4])([CH3:2])[CH3:3], predict the reactants needed to synthesize it. The reactants are: [C:1]([O:5][C:6](=[O:24])[NH:7][C:8]1[CH:13]=[C:12]([N:14]2[CH2:19][CH2:18][CH2:17][CH2:16][CH2:15]2)[C:11]([Cl:20])=[CH:10][C:9]=1[N+:21]([O-])=O)([CH3:4])([CH3:3])[CH3:2].O.O.Cl[Sn]Cl. (3) Given the product [NH:26]1[C:34]2[C:29](=[CH:30][CH:31]=[CH:32][CH:33]=2)[C:28]([CH:7]2[C:8]3[C:13](=[CH:12][CH:11]=[CH:10][CH:9]=3)[C:14]3[CH:1]=[CH:2][CH:3]=[CH:4][C:5]=3[N:6]2[C:20]([C:19]2[CH:23]=[CH:24][CH:25]=[C:17]([O:16][CH3:15])[CH:18]=2)=[O:21])=[CH:27]1, predict the reactants needed to synthesize it. The reactants are: [CH:1]1[C:14]2[C:5](=[N:6][CH:7]=[C:8]3[C:13]=2[CH:12]=[CH:11][CH:10]=[CH:9]3)[CH:4]=[CH:3][CH:2]=1.[CH3:15][O:16][C:17]1[CH:18]=[C:19]([CH:23]=[CH:24][CH:25]=1)[C:20](Cl)=[O:21].[NH:26]1[C:34]2[C:29](=[CH:30][CH:31]=[CH:32][CH:33]=2)[CH:28]=[CH:27]1. (4) Given the product [C:15]([O:19][C:20]([NH:22][C@@:23]1([C:37]([O:39][C:40]([CH3:43])([CH3:42])[CH3:41])=[O:38])[CH2:28][C@H:27]([OH:29])[C@@H:26]2[C@H:24]1[C@H:25]2[C:30]([O:32][C:33]([CH3:35])([CH3:34])[CH3:36])=[O:31])=[O:21])([CH3:18])([CH3:16])[CH3:17], predict the reactants needed to synthesize it. The reactants are: C([BH-](C(CC)C)C(CC)C)(CC)C.[Li+].[C:15]([O:19][C:20]([NH:22][C@@:23]1([C:37]([O:39][C:40]([CH3:43])([CH3:42])[CH3:41])=[O:38])[CH2:28][C:27](=[O:29])[C@@H:26]2[C@H:24]1[C@H:25]2[C:30]([O:32][C:33]([CH3:36])([CH3:35])[CH3:34])=[O:31])=[O:21])([CH3:18])([CH3:17])[CH3:16].C(=O)(O)[O-].[Na+].OO.